This data is from Full USPTO retrosynthesis dataset with 1.9M reactions from patents (1976-2016). The task is: Predict the reactants needed to synthesize the given product. Given the product [C:20]1([C:14]2[CH:19]=[CH:18][CH:17]=[CH:16][CH:15]=2)[CH:25]=[CH:24][C:23]([S:26]([NH:1][C:2]2[S:3][CH:4]=[C:5]([C:7](=[O:13])[C:8]([O:10][CH2:11][CH3:12])=[O:9])[N:6]=2)(=[O:28])=[O:27])=[CH:22][CH:21]=1, predict the reactants needed to synthesize it. The reactants are: [NH2:1][C:2]1[S:3][CH:4]=[C:5]([C:7](=[O:13])[C:8]([O:10][CH2:11][CH3:12])=[O:9])[N:6]=1.[C:14]1([C:20]2[CH:25]=[CH:24][C:23]([S:26](Cl)(=[O:28])=[O:27])=[CH:22][CH:21]=2)[CH:19]=[CH:18][CH:17]=[CH:16][CH:15]=1.